Task: Predict the reactants needed to synthesize the given product.. Dataset: Full USPTO retrosynthesis dataset with 1.9M reactions from patents (1976-2016) (1) Given the product [O:51]=[C:50]([N:52]1[CH2:53][CH2:54][N:55]([C:58](=[O:69])[C:59]2[CH:64]=[CH:63][CH:62]=[CH:61][C:60]=2[C:65]([F:68])([F:67])[F:66])[CH2:56][CH2:57]1)[CH2:49][NH:48][C:23]([C:20]1[CH:19]=[CH:18][C:17]([C:12]2[CH:13]=[CH:14][CH:15]=[CH:16][C:11]=2[F:10])=[CH:22][CH:21]=1)=[O:25], predict the reactants needed to synthesize it. The reactants are: CCN(C(C)C)C(C)C.[F:10][C:11]1[CH:16]=[CH:15][CH:14]=[CH:13][C:12]=1[C:17]1[CH:22]=[CH:21][C:20]([C:23]([OH:25])=O)=[CH:19][CH:18]=1.C1C=CC2N(O)N=NC=2C=1.CCN=C=NCCCN(C)C.Cl.[NH2:48][CH2:49][C:50]([N:52]1[CH2:57][CH2:56][N:55]([C:58](=[O:69])[C:59]2[CH:64]=[CH:63][CH:62]=[CH:61][C:60]=2[C:65]([F:68])([F:67])[F:66])[CH2:54][CH2:53]1)=[O:51]. (2) Given the product [CH3:54][S:55]([O:43][CH2:42][C@H:14]1[CH2:15][C@@H:16]([O:34][Si:35]([C:38]([CH3:41])([CH3:40])[CH3:39])([CH3:37])[CH3:36])[C@H:17](/[CH:18]=[CH:19]/[C@@H:20]([O:26][Si:27]([C:30]([CH3:31])([CH3:32])[CH3:33])([CH3:28])[CH3:29])[CH2:21][CH2:22][CH2:23][CH2:24][CH3:25])[C@H:13]1[CH2:12][C:11]1[CH:44]=[CH:45][CH:46]=[C:9]([O:8][CH2:1][C:2]2[CH:7]=[CH:6][CH:5]=[CH:4][CH:3]=2)[CH:10]=1)(=[O:57])=[O:56], predict the reactants needed to synthesize it. The reactants are: [CH2:1]([O:8][C:9]1[CH:10]=[C:11]([CH:44]=[CH:45][CH:46]=1)[CH2:12][C@@H:13]1[C@@H:17](/[CH:18]=[CH:19]/[C@@H:20]([O:26][Si:27]([C:30]([CH3:33])([CH3:32])[CH3:31])([CH3:29])[CH3:28])[CH2:21][CH2:22][CH2:23][CH2:24][CH3:25])[C@H:16]([O:34][Si:35]([C:38]([CH3:41])([CH3:40])[CH3:39])([CH3:37])[CH3:36])[CH2:15][C@@H:14]1[CH2:42][OH:43])[C:2]1[CH:7]=[CH:6][CH:5]=[CH:4][CH:3]=1.C(N(CC)CC)C.[CH3:54][S:55](Cl)(=[O:57])=[O:56].C(=O)(O)[O-].[Na+]. (3) Given the product [Cl:15][C:12]1[CH:11]=[CH:10][CH:9]=[C:8]2[C:13]=1[C:14]1[C:2]([N:29]([C:28]3[CH:31]=[CH:32][C:25]([O:24][CH3:23])=[CH:26][CH:27]=3)[CH3:30])=[N:3][C:4]([NH2:16])=[N:5][C:6]=1[NH:7]2, predict the reactants needed to synthesize it. The reactants are: Cl[C:2]1[C:14]2[C:13]3[C:8](=[CH:9][CH:10]=[CH:11][C:12]=3[Cl:15])[NH:7][C:6]=2[N:5]=[C:4]([NH:16]C(=O)C(C)(C)C)[N:3]=1.[CH3:23][O:24][C:25]1[CH:32]=[CH:31][C:28]([NH:29][CH3:30])=[CH:27][CH:26]=1.C(O)(C)C. (4) Given the product [C:52]([O:55][CH:56]1[C:60]2=[N:61][CH:62]=[C:63]([NH:79][C:16]([C:3]3[C:2]([NH2:1])=[N:7][CH:6]=[C:5]([C:8]4[C:9]([F:15])=[CH:10][CH:11]=[CH:12][C:13]=4[F:14])[N:4]=3)=[O:18])[C:64]([N:65]3[CH2:70][CH2:69][CH2:68][C@H:67]([NH:71][C:72]([O:74][C:75]([CH3:78])([CH3:77])[CH3:76])=[O:73])[CH2:66]3)=[C:59]2[CH2:58][CH2:57]1)(=[O:54])[CH3:53], predict the reactants needed to synthesize it. The reactants are: [NH2:1][C:2]1[C:3]([C:16]([OH:18])=O)=[N:4][C:5]([C:8]2[C:13]([F:14])=[CH:12][CH:11]=[CH:10][C:9]=2[F:15])=[CH:6][N:7]=1.CN(C(ON1N=NC2C=CC=NC1=2)=[N+](C)C)C.F[P-](F)(F)(F)(F)F.CCN(C(C)C)C(C)C.[C:52]([O:55][CH:56]1[C:60]2=[N:61][CH:62]=[C:63]([NH2:79])[C:64]([N:65]3[CH2:70][CH2:69][CH2:68][C@H:67]([NH:71][C:72]([O:74][C:75]([CH3:78])([CH3:77])[CH3:76])=[O:73])[CH2:66]3)=[C:59]2[CH2:58][CH2:57]1)(=[O:54])[CH3:53]. (5) Given the product [CH3:1][NH:2][C:7]1[CH:8]=[C:9]([C:11]2[CH:12]=[N:13][NH:14][C:15]=2[CH3:16])[S:10][C:6]=1[C:5]([NH2:4])=[O:17], predict the reactants needed to synthesize it. The reactants are: [CH3:1][N:2]1[C:7]2[CH:8]=[C:9]([C:11]3[CH:12]=[N:13][NH:14][C:15]=3[CH3:16])[S:10][C:6]=2[C:5](=[O:17])[NH:4]C1(C)C.Cl.C([O-])(O)=O.[Na+]. (6) Given the product [Br:1][C:2]1[CH:3]=[C:4]2[C:8](=[CH:9][CH:10]=1)[N:7]([C:12]1[CH:17]=[CH:16][CH:15]=[CH:14][CH:13]=1)[CH:6]=[CH:5]2, predict the reactants needed to synthesize it. The reactants are: [Br:1][C:2]1[CH:3]=[C:4]2[C:8](=[CH:9][CH:10]=1)[NH:7][CH:6]=[CH:5]2.I[C:12]1[CH:17]=[CH:16][CH:15]=[CH:14][CH:13]=1.C(=O)([O-])[O-].[K+].[K+].[OH-].[Na+].